Task: Predict which catalyst facilitates the given reaction.. Dataset: Catalyst prediction with 721,799 reactions and 888 catalyst types from USPTO (1) Reactant: [OH:1][C:2]1[CH:3]=[CH:4][CH:5]=[C:6]2[C:10]=1[NH:9][C:8](=[O:11])[CH2:7]2.Cl.Cl[CH2:14][CH2:15][N:16]([CH2:19][CH3:20])[CH2:17][CH3:18].C(=O)([O-])[O-].[K+].[K+]. Product: [CH2:15]([N:16]([CH2:19][CH3:20])[CH2:17][CH2:18][O:1][C:2]1[CH:3]=[CH:4][CH:5]=[C:6]2[C:10]=1[NH:9][C:8](=[O:11])[CH2:7]2)[CH3:14]. The catalyst class is: 16. (2) Reactant: CN(C)C=O.[N+:6]([C:9]1[CH:17]=[CH:16][CH:15]=[C:14]2[C:10]=1[CH2:11][N:12]([CH:19]1[CH2:24][CH2:23][C:22](=[O:25])[NH:21][C:20]1=[O:26])[C:13]2=[O:18])([O-])=O.[H][H]. Product: [CH:16]1[CH:15]=[C:14]2[C:13](=[O:18])[N:12]([CH:19]3[C:20](=[O:26])[NH:21][C:22](=[O:25])[CH2:23][CH2:24]3)[CH2:11][C:10]2=[C:9]([NH2:6])[CH:17]=1. The catalyst class is: 352. (3) The catalyst class is: 15. Reactant: [Cl:1][C:2]1[N:7]=[C:6]([NH:8][CH2:9][C:10]([F:13])([F:12])[F:11])[C:5]([N+:14]([O-:16])=[O:15])=[CH:4][CH:3]=1.[Cl:17]N1C(=O)CCC1=O. Product: [Cl:17][C:3]1[CH:4]=[C:5]([N+:14]([O-:16])=[O:15])[C:6]([NH:8][CH2:9][C:10]([F:13])([F:12])[F:11])=[N:7][C:2]=1[Cl:1]. (4) Reactant: [F:1][C:2]1[CH:7]=[CH:6][C:5]([C@:8]2([CH2:27][CH2:28][CH2:29][OH:30])[O:13][C:12](=[O:14])[N:11]([C@H:15]([C:17]3[CH:26]=[CH:25][C:20]([C:21](OC)=[O:22])=[CH:19][CH:18]=3)[CH3:16])[CH2:10][CH2:9]2)=[CH:4][CH:3]=1.[H-].[H-].[H-].[H-].[Li+].[Al+3]. Product: [F:1][C:2]1[CH:7]=[CH:6][C:5]([C@:8]2([CH2:27][CH2:28][CH2:29][OH:30])[O:13][C:12](=[O:14])[N:11]([C@H:15]([C:17]3[CH:18]=[CH:19][C:20]([CH2:21][OH:22])=[CH:25][CH:26]=3)[CH3:16])[CH2:10][CH2:9]2)=[CH:4][CH:3]=1. The catalyst class is: 1. (5) Reactant: [NH2:1][C:2]1[N:7]=[C:6]([C:8]2[O:9][CH:10]=[CH:11][CH:12]=2)[C:5]([C:13]#[N:14])=[C:4](S(C)(=O)=O)[N:3]=1.[C:19]1([CH2:25][CH2:26][CH2:27][OH:28])[CH:24]=[CH:23][CH:22]=[CH:21][CH:20]=1.C1CCN2C(=NCCC2)CC1. Product: [NH2:1][C:2]1[N:7]=[C:6]([C:8]2[O:9][CH:10]=[CH:11][CH:12]=2)[C:5]([C:13]#[N:14])=[C:4]([O:28][CH2:27][CH2:26][CH2:25][C:19]2[CH:24]=[CH:23][CH:22]=[CH:21][CH:20]=2)[N:3]=1. The catalyst class is: 57. (6) Reactant: [C:1]([O:5][C:6]([NH:8][C@H:9]([C:13]1[CH:18]=[C:17]([C:19]2[CH:27]=[CH:26][C:25]([NH:28][C:29]([O:31][CH3:32])=[O:30])=[CH:24][C:20]=2[C:21]([OH:23])=O)[CH:16]=[CH:15][N:14]=1)[CH2:10][CH:11]=[CH2:12])=[O:7])([CH3:4])([CH3:3])[CH3:2].[CH2:33]([NH2:36])[CH:34]=[CH2:35].C(Cl)CCl.C1C=CC2N(O)N=NC=2C=1. Product: [C:1]([O:5][C:6]([NH:8][C@H:9]([C:13]1[CH:18]=[C:17]([C:19]2[CH:27]=[CH:26][C:25]([NH:28][C:29](=[O:30])[O:31][CH3:32])=[CH:24][C:20]=2[C:21](=[O:23])[NH:36][CH2:33][CH:34]=[CH2:35])[CH:16]=[CH:15][N:14]=1)[CH2:10][CH:11]=[CH2:12])=[O:7])([CH3:4])([CH3:3])[CH3:2]. The catalyst class is: 31. (7) Reactant: [CH:1]1[C:10]2[C:5](=[CH:6][C:7]([C:11]3[S:15][C:14]([NH:16][C:17]([C@H:19]4[C@@H:23]([C:24]5[CH:29]=[CH:28][CH:27]=[CH:26][CH:25]=5)[CH2:22][CH2:21][N:20]4C(OC(C)(C)C)=O)=[O:18])=[N:13][N:12]=3)=[CH:8][CH:9]=2)[CH:4]=[CH:3][N:2]=1.C(O)(C(F)(F)F)=O. Product: [CH:1]1[C:10]2[C:5](=[CH:6][C:7]([C:11]3[S:15][C:14]([NH:16][C:17]([C@H:19]4[C@@H:23]([C:24]5[CH:29]=[CH:28][CH:27]=[CH:26][CH:25]=5)[CH2:22][CH2:21][NH:20]4)=[O:18])=[N:13][N:12]=3)=[CH:8][CH:9]=2)[CH:4]=[CH:3][N:2]=1. The catalyst class is: 2.